Dataset: Reaction yield outcomes from USPTO patents with 853,638 reactions. Task: Predict the reaction yield, written as a fraction of the theoretical maximum amount of product (1.0 means a 100% yield; for example, 0.34 means a 34% yield). The product is [O:14]1[C:10]([C:7]2[CH:6]=[CH:5][C:4]([NH2:1])=[CH:9][CH:8]=2)=[CH:11][N:12]=[CH:13]1. The reactants are [N+:1]([C:4]1[CH:9]=[CH:8][C:7]([C:10]2[O:14][CH:13]=[N:12][CH:11]=2)=[CH:6][CH:5]=1)([O-])=O. The yield is 0.830. The catalyst is C(O)(=O)C.CO.[Fe].